Task: Regression. Given a peptide amino acid sequence and an MHC pseudo amino acid sequence, predict their binding affinity value. This is MHC class I binding data.. Dataset: Peptide-MHC class I binding affinity with 185,985 pairs from IEDB/IMGT (1) The peptide sequence is FEDLRLLSFI. The MHC is HLA-B40:01 with pseudo-sequence HLA-B40:01. The binding affinity (normalized) is 0.335. (2) The peptide sequence is TVKNVDIIDL. The MHC is HLA-A02:02 with pseudo-sequence HLA-A02:02. The binding affinity (normalized) is 0.0433. (3) The peptide sequence is YCPGTTVTL. The MHC is HLA-B15:09 with pseudo-sequence HLA-B15:09. The binding affinity (normalized) is 0.0847. (4) The peptide sequence is YLNDFAQLL. The MHC is HLA-A02:01 with pseudo-sequence HLA-A02:01. The binding affinity (normalized) is 1.00. (5) The peptide sequence is ETKGKRRLL. The MHC is HLA-A03:01 with pseudo-sequence HLA-A03:01. The binding affinity (normalized) is 0.0847. (6) The peptide sequence is ITTLLNETAK. The MHC is HLA-A33:01 with pseudo-sequence HLA-A33:01. The binding affinity (normalized) is 0.0811. (7) The peptide sequence is RFSFNCSMK. The MHC is HLA-B58:01 with pseudo-sequence HLA-B58:01. The binding affinity (normalized) is 0.0847. (8) The peptide sequence is FLFDRLTNG. The MHC is HLA-A68:02 with pseudo-sequence HLA-A68:02. The binding affinity (normalized) is 0.0847. (9) The peptide sequence is KYRLKHIVW. The MHC is HLA-B18:01 with pseudo-sequence HLA-B18:01. The binding affinity (normalized) is 0.